Dataset: Catalyst prediction with 721,799 reactions and 888 catalyst types from USPTO. Task: Predict which catalyst facilitates the given reaction. (1) Reactant: Br[C:2]1[CH:3]=[N:4][C:5]2[C:10]([N:11]=1)=[C:9]([C:12]([NH:14][CH2:15][C:16]([O:18]CC)=[O:17])=[O:13])[C:8]([OH:21])=[C:7]([C:22]1[CH:27]=[CH:26][CH:25]=[C:24]([F:28])[CH:23]=1)[CH:6]=2.[F:29][C:30]1[CH:31]=[C:32](B(O)O)[CH:33]=[CH:34][CH:35]=1.C(=O)([O-])[O-].[K+].[K+]. Product: [F:29][C:30]1[CH:35]=[C:34]([C:2]2[CH:3]=[N:4][C:5]3[C:10]([N:11]=2)=[C:9]([C:12]([NH:14][CH2:15][C:16]([OH:18])=[O:17])=[O:13])[C:8]([OH:21])=[C:7]([C:22]2[CH:27]=[CH:26][CH:25]=[C:24]([F:28])[CH:23]=2)[CH:6]=3)[CH:33]=[CH:32][CH:31]=1. The catalyst class is: 70. (2) Reactant: [Cl:1][C:2]1[C:10]([Cl:11])=[CH:9][CH:8]=[CH:7][C:3]=1[C:4]([OH:6])=O.Cl.C(N=C=NCCCN(C)C)C.[CH3:24][S:25][CH2:26][C@@H:27]([NH2:29])[CH3:28]. Product: [Cl:1][C:2]1[C:10]([Cl:11])=[CH:9][CH:8]=[CH:7][C:3]=1[C:4]([NH:29][C@@H:27]([CH3:28])[CH2:26][S:25][CH3:24])=[O:6]. The catalyst class is: 630. (3) The catalyst class is: 61. Reactant: C([O:5][C:6](=O)[NH:7][C@H:8]([C:16](=[O:35])[NH:17][CH:18]1[CH2:24][CH2:23][CH2:22][N:21]([S:25]([C:28]2[CH:33]=[CH:32][CH:31]=[CH:30][N:29]=2)(=[O:27])=[O:26])[CH2:20][CH:19]1[OH:34])[CH2:9][CH:10]1[CH2:15][CH2:14][CH2:13][CH2:12][CH2:11]1)(C)(C)C.Cl.[C:38](=[O:41])([O-])[O-]. Product: [CH:10]1([CH2:9][C@H:8]([NH:7][C:6]([C:16]2[O:41][C:38]3[CH:13]=[CH:12][CH:11]=[CH:10][C:9]=3[CH:8]=2)=[O:5])[C:16](=[O:35])[NH:17][CH:18]2[CH2:24][CH2:23][CH2:22][N:21]([S:25]([C:28]3[CH:33]=[CH:32][CH:31]=[CH:30][N:29]=3)(=[O:26])=[O:27])[CH2:20][C:19]2=[O:34])[CH2:11][CH2:12][CH2:13][CH2:14][CH2:15]1. (4) Reactant: [CH:1]1([NH2:11])[C:10]2[C:5](=[CH:6][CH:7]=[CH:8][CH:9]=2)[CH2:4][CH2:3][CH2:2]1.[O:12]=[C:13]1[C:17]([C:24]2[CH:29]=[CH:28][CH:27]=[CH:26][CH:25]=2)([C:18]2[CH:23]=[CH:22][CH:21]=[CH:20][CH:19]=2)[CH2:16][CH2:15][N:14]1[CH2:30][C:31](O)=[O:32].Cl.C(N=C=NCCCN(C)C)C. Product: [O:12]=[C:13]1[C:17]([C:24]2[CH:25]=[CH:26][CH:27]=[CH:28][CH:29]=2)([C:18]2[CH:23]=[CH:22][CH:21]=[CH:20][CH:19]=2)[CH2:16][CH2:15][N:14]1[CH2:30][C:31]([NH:11][CH:1]1[C:10]2[C:5](=[CH:6][CH:7]=[CH:8][CH:9]=2)[CH2:4][CH2:3][CH2:2]1)=[O:32]. The catalyst class is: 4. (5) Reactant: [Br:1][C:2]1[CH:3]=[C:4]2[C:9](=[CH:10][CH:11]=1)[N:8]=[CH:7][N:6]([C:12]1[CH:13]=[C:14]([CH:18]=[CH:19][C:20]=1[CH3:21])C(O)=O)[C:5]2=[O:22].C([N:25]([CH2:28]C)CC)C.C1(P(N=[N+]=[N-])(C2C=CC=CC=2)=[O:37])C=CC=CC=1.[CH2:47]([OH:54])[C:48]1[CH:53]=[CH:52][CH:51]=[CH:50][CH:49]=1. Product: [CH2:47]([O:54][C:28]([NH:25][C:14]1[CH:18]=[CH:19][C:20]([CH3:21])=[C:12]([N:6]2[C:5](=[O:22])[C:4]3[C:9](=[CH:10][CH:11]=[C:2]([Br:1])[CH:3]=3)[N:8]=[CH:7]2)[CH:13]=1)=[O:37])[C:48]1[CH:53]=[CH:52][CH:51]=[CH:50][CH:49]=1. The catalyst class is: 93. (6) Reactant: F[C:2]1[CH:7]=[CH:6][C:5]([NH:8][C:9](=[O:20])[C:10]2[CH:15]=[CH:14][CH:13]=[C:12]([C:16]([F:19])([F:18])[F:17])[CH:11]=2)=[CH:4][C:3]=1[N+:21]([O-:23])=[O:22].C([O-])([O-])=O.[K+].[K+].[C:30]([C:34]1[CH:39]=[CH:38][C:37]([SH:40])=[CH:36][CH:35]=1)([CH3:33])([CH3:32])[CH3:31]. Product: [C:30]([C:34]1[CH:35]=[CH:36][C:37]([S:40][C:2]2[CH:7]=[CH:6][C:5]([NH:8][C:9](=[O:20])[C:10]3[CH:15]=[CH:14][CH:13]=[C:12]([C:16]([F:19])([F:18])[F:17])[CH:11]=3)=[CH:4][C:3]=2[N+:21]([O-:23])=[O:22])=[CH:38][CH:39]=1)([CH3:33])([CH3:31])[CH3:32]. The catalyst class is: 18. (7) Reactant: [C:1]1([CH:7]2[S:12][C:11]3=[N:13][CH:14]=[CH:15][N:10]3[CH:9]=[C:8]2[C:16]2[CH:17]=[CH:18][C:19]3[O:24][CH2:23][C:22](=[O:25])[NH:21][C:20]=3[CH:26]=2)[CH:6]=[CH:5][CH:4]=[CH:3][CH:2]=1.ClC1C=CC=C(C(OO)=[O:35])C=1.C(OCC)(=O)C.C([O-])(O)=O.[Na+]. Product: [O:35]=[S:12]1[CH:7]([C:1]2[CH:2]=[CH:3][CH:4]=[CH:5][CH:6]=2)[C:8]([C:16]2[CH:17]=[CH:18][C:19]3[O:24][CH2:23][C:22](=[O:25])[NH:21][C:20]=3[CH:26]=2)=[CH:9][N:10]2[CH:15]=[CH:14][N:13]=[C:11]12. The catalyst class is: 3.